Dataset: Full USPTO retrosynthesis dataset with 1.9M reactions from patents (1976-2016). Task: Predict the reactants needed to synthesize the given product. (1) Given the product [ClH:21].[ClH:21].[ClH:21].[CH3:1][NH:2][C:3]([C:5]1[C:13]2[CH:12]=[C:11]([C:14]3[C:19]([CH3:20])=[CH:18][N:17]=[C:16]([NH:32][CH2:31][CH2:30][CH2:29][N:26]4[CH2:25][CH2:24][N:23]([CH3:22])[CH2:28][CH2:27]4)[N:15]=3)[S:10][C:9]=2[CH:8]=[CH:7][CH:6]=1)=[O:4], predict the reactants needed to synthesize it. The reactants are: [CH3:1][NH:2][C:3]([C:5]1[C:13]2[CH:12]=[C:11]([C:14]3[C:19]([CH3:20])=[CH:18][N:17]=[C:16]([Cl:21])[N:15]=3)[S:10][C:9]=2[CH:8]=[CH:7][CH:6]=1)=[O:4].[CH3:22][N:23]1[CH2:28][CH2:27][N:26]([CH2:29][CH2:30][CH2:31][NH2:32])[CH2:25][CH2:24]1. (2) Given the product [Cl:1][CH2:2][CH2:3][CH2:4][O:5][C:6]1[CH:11]=[C:10]2[C:9]([C:17]([NH:18][C:22]3[NH:26][N:25]=[C:24]([CH2:27][C:28]([OH:30])=[O:29])[CH:23]=3)=[N:14][CH:13]=[N:12]2)=[CH:8][C:7]=1[O:19][CH3:20], predict the reactants needed to synthesize it. The reactants are: [Cl:1][CH2:2][CH2:3][CH2:4][O:5][C:6]1[C:7]([O:19][CH3:20])=[CH:8][C:9]([C:17]#[N:18])=[C:10]([N:12]=[CH:13][N:14](C)C)[CH:11]=1.N[C:22]1[NH:26][N:25]=[C:24]([CH2:27][C:28]([OH:30])=[O:29])[CH:23]=1.O. (3) The reactants are: OC(C(F)(F)F)=O.[CH2:8]1[C:11]2([CH2:15][CH2:14][CH2:13][NH:12]2)[CH2:10][O:9]1.[F:16][CH:17]([F:46])[C:18]1[CH:23]=[CH:22][C:21]([C:24]2[O:28][C:27]([C:29]([N:31]3[CH2:34][CH:33]([O:35][C:36]4[CH:43]=[CH:42][C:39]([CH:40]=O)=[C:38]([O:44][CH3:45])[CH:37]=4)[CH2:32]3)=[O:30])=[N:26][N:25]=2)=[CH:20][CH:19]=1.C(N(CC)CC)C.[Na]. Given the product [CH2:10]1[C:11]2([CH2:15][CH2:14][CH2:13][N:12]2[CH2:40][C:39]2[CH:42]=[CH:43][C:36]([O:35][CH:33]3[CH2:34][N:31]([C:29]([C:27]4[O:28][C:24]([C:21]5[CH:20]=[CH:19][C:18]([CH:17]([F:46])[F:16])=[CH:23][CH:22]=5)=[N:25][N:26]=4)=[O:30])[CH2:32]3)=[CH:37][C:38]=2[O:44][CH3:45])[CH2:8][O:9]1, predict the reactants needed to synthesize it. (4) Given the product [CH3:1][O:2][C:3](=[O:22])[C:4]1[C:5](=[CH:10][C:11]([O:14][C:15]2[CH:16]=[CH:17][C:18]([NH:21][C:29](=[O:30])[C:28]3[CH:32]=[CH:33][CH:34]=[C:26]([N+:23]([O-:25])=[O:24])[CH:27]=3)=[CH:19][CH:20]=2)=[CH:12][CH:13]=1)[C:6]([O:8][CH3:9])=[O:7], predict the reactants needed to synthesize it. The reactants are: [CH3:1][O:2][C:3](=[O:22])[C:4]1[C:5](=[CH:10][C:11]([O:14][C:15]2[CH:20]=[CH:19][C:18]([NH2:21])=[CH:17][CH:16]=2)=[CH:12][CH:13]=1)[C:6]([O:8][CH3:9])=[O:7].[N+:23]([C:26]1[CH:27]=[C:28]([CH:32]=[CH:33][CH:34]=1)[C:29](Cl)=[O:30])([O-:25])=[O:24]. (5) Given the product [C:1]([CH2:2][C:14]([C:13]1[CH:18]=[CH:19][N:20]=[C:11]([O:10][CH3:9])[CH:12]=1)=[O:15])#[N:3], predict the reactants needed to synthesize it. The reactants are: [C:1](#[N:3])[CH3:2].C([Li])CCC.[CH3:9][O:10][C:11]1[CH:12]=[C:13]([CH:18]=[CH:19][N:20]=1)[C:14](OC)=[O:15].